From a dataset of Buchwald-Hartwig C-N cross coupling reaction yields with 55,370 reactions. Predict the reaction yield, written as a fraction of the theoretical maximum amount of product (1.0 means a 100% yield; for example, 0.34 means a 34% yield). (1) The product is CCc1ccc(Nc2ccc(C)cc2)cc1. The reactants are CCc1ccc(Br)cc1.Cc1ccc(N)cc1.O=S(=O)(O[Pd]1c2ccccc2-c2ccccc2N~1)C(F)(F)F.COc1ccc(OC)c(P(C(C)(C)C)C(C)(C)C)c1-c1c(C(C)C)cc(C(C)C)cc1C(C)C.CCN=P(N=P(N(C)C)(N(C)C)N(C)C)(N(C)C)N(C)C.c1ccc(CN(Cc2ccccc2)c2ccno2)cc1. No catalyst specified. The yield is 0.606. (2) The reactants are COc1ccc(Br)cc1.Cc1ccc(N)cc1.O=S(=O)(O[Pd]1c2ccccc2-c2ccccc2N~1)C(F)(F)F.CC(C)c1cc(C(C)C)c(-c2ccccc2P(C(C)(C)C)C(C)(C)C)c(C(C)C)c1.CCN=P(N=P(N(C)C)(N(C)C)N(C)C)(N(C)C)N(C)C.CCOC(=O)c1cc(OC)no1. No catalyst specified. The product is COc1ccc(Nc2ccc(C)cc2)cc1. The yield is 0.423.